From a dataset of Full USPTO retrosynthesis dataset with 1.9M reactions from patents (1976-2016). Predict the reactants needed to synthesize the given product. Given the product [CH2:1]([O:8][C:9]1[C:31]([CH3:32])=[CH:30][C:12]([C:13]2[O:18][C:17]([C:19]3[CH:29]=[C:27]([CH3:28])[N:26]=[C:21]([NH:22][CH:23]([CH3:25])[CH3:24])[N:20]=3)=[CH:16][N:15]=2)=[CH:11][C:10]=1[CH2:33][CH3:34])[C:2]1[CH:3]=[CH:4][CH:5]=[CH:6][CH:7]=1, predict the reactants needed to synthesize it. The reactants are: [CH2:1]([O:8][C:9]1[C:31]([CH3:32])=[CH:30][C:12]([C:13]([NH:15][CH2:16][C:17]([C:19]2[CH:24]=[C:23]([CH3:25])[N:22]=[C:21]([NH:26][CH:27]([CH3:29])[CH3:28])[N:20]=2)=[O:18])=O)=[CH:11][C:10]=1[CH2:33][CH3:34])[C:2]1[CH:7]=[CH:6][CH:5]=[CH:4][CH:3]=1.CC[N+](S(N=C(OC)[O-])(=O)=O)(CC)CC.